This data is from Peptide-MHC class II binding affinity with 134,281 pairs from IEDB. The task is: Regression. Given a peptide amino acid sequence and an MHC pseudo amino acid sequence, predict their binding affinity value. This is MHC class II binding data. (1) The MHC is DRB1_0101 with pseudo-sequence DRB1_0101. The binding affinity (normalized) is 0.837. The peptide sequence is SVLIEGFKLLSLLVE. (2) The peptide sequence is GNKLCALLYGDAEKPAESGG. The MHC is DRB1_0401 with pseudo-sequence DRB1_0401. The binding affinity (normalized) is 0. (3) The binding affinity (normalized) is 0.699. The MHC is DRB1_0901 with pseudo-sequence DRB1_0901. The peptide sequence is PKQMLVGGVVLLGAMK. (4) The peptide sequence is KRWIILGLNKIVRMYSPTSI. The MHC is DRB1_0405 with pseudo-sequence DRB1_0405. The binding affinity (normalized) is 0.572. (5) The peptide sequence is FQTMPGTFQTTTGEI. The MHC is DRB1_1302 with pseudo-sequence DRB1_1302. The binding affinity (normalized) is 0.181. (6) The peptide sequence is AFKVAANAANAAPAN. The MHC is DRB1_0901 with pseudo-sequence DRB1_0901. The binding affinity (normalized) is 0.670.